This data is from Full USPTO retrosynthesis dataset with 1.9M reactions from patents (1976-2016). The task is: Predict the reactants needed to synthesize the given product. Given the product [C:4]([NH:7][C:8]1[C:12]([NH2:13])=[CH:11][N:10]([CH2:16][C:17]([NH:19][C:20]2[CH:25]=[CH:24][CH:23]=[C:22]([F:26])[CH:21]=2)=[O:18])[N:9]=1)(=[O:6])[CH3:5], predict the reactants needed to synthesize it. The reactants are: O.NN.[C:4]([NH:7][C:8]1[C:12]([N+:13]([O-])=O)=[CH:11][N:10]([CH2:16][C:17]([NH:19][C:20]2[CH:25]=[CH:24][CH:23]=[C:22]([F:26])[CH:21]=2)=[O:18])[N:9]=1)(=[O:6])[CH3:5].C(OCC)C.